From a dataset of Forward reaction prediction with 1.9M reactions from USPTO patents (1976-2016). Predict the product of the given reaction. (1) Given the reactants Br[C:2]1[CH:11]=[CH:10][C:9]2[C:4](=[CH:5][CH:6]=[C:7]([O:12][CH2:13][CH2:14][O:15][CH2:16][CH2:17][O:18][CH2:19][CH2:20][F:21])[CH:8]=2)[CH:3]=1.[OH:22][C:23]1[CH:28]=[CH:27][C:26](B(O)O)=[CH:25][CH:24]=1, predict the reaction product. The product is: [F:21][CH2:20][CH2:19][O:18][CH2:17][CH2:16][O:15][CH2:14][CH2:13][O:12][C:7]1[CH:8]=[C:9]2[C:4](=[CH:5][CH:6]=1)[CH:3]=[C:2]([C:26]1[CH:27]=[CH:28][C:23]([OH:22])=[CH:24][CH:25]=1)[CH:11]=[CH:10]2. (2) Given the reactants [Na].[CH2:2]([O:4][C@@H:5]([CH2:9][C:10]1[CH:15]=[CH:14][C:13]([O:16][CH2:17][C:18]2[CH:23]=[C:22]([O:24][CH3:25])[CH:21]=[CH:20][N:19]=2)=[CH:12][CH:11]=1)[C:6](O)=[O:7])[CH3:3].C(N(CC)CC)C.[ClH:33].[CH3:34][NH:35][OH:36].F[P-](F)(F)(F)(F)F.C[N+](C)=C(N(C)C)ON1C2N=CC=CC=2N=N1.Cl, predict the reaction product. The product is: [ClH:33].[CH2:2]([O:4][C@@H:5]([CH2:9][C:10]1[CH:15]=[CH:14][C:13]([O:16][CH2:17][C:18]2[CH:23]=[C:22]([O:24][CH3:25])[CH:21]=[CH:20][N:19]=2)=[CH:12][CH:11]=1)[C:6]([N:35]([OH:36])[CH3:34])=[O:7])[CH3:3]. (3) Given the reactants [CH3:1][O:2][C:3]([C@@H:5]1[CH2:18][C@H:17]([OH:19])[C:16](=[O:20])[C@H:15]2[C@@:6]1([CH3:28])[CH2:7][CH2:8][C@H:9]1[C@:14]2([CH3:21])[CH2:13][C@@H:12]([C:22]2[CH:26]=[CH:25][O:24][CH:23]=2)[O:11][C:10]1=[O:27])=[O:4].[C:29](O[C:29](=[O:32])[CH2:30][CH3:31])(=[O:32])[CH2:30][CH3:31].CO, predict the reaction product. The product is: [CH3:1][O:2][C:3]([C@@H:5]1[CH2:18][C@H:17]([O:19][C:29](=[O:32])[CH2:30][CH3:31])[C:16](=[O:20])[C@H:15]2[C@@:6]1([CH3:28])[CH2:7][CH2:8][C@@H:9]1[C@:14]2([CH3:21])[CH2:13][C@@H:12]([C:22]2[CH:26]=[CH:25][O:24][CH:23]=2)[O:11][C:10]1=[O:27])=[O:4]. (4) The product is: [CH2:31]([NH:30][C:28](=[O:29])[N:27]([CH2:26][C:17]1[CH:18]=[C:19]([C:22]([F:23])([F:24])[F:25])[CH:20]=[CH:21][C:16]=1[C:8]1[CH:9]=[C:10]([C:12]([F:13])([F:14])[F:15])[CH:11]=[C:6]([C@@H:4]([CH3:5])[C:3]([OH:40])=[O:2])[CH:7]=1)[CH2:38][CH3:39])[C:32]1[CH:37]=[CH:36][CH:35]=[CH:34][CH:33]=1. Given the reactants C[O:2][C:3](=[O:40])[C@@H:4]([C:6]1[CH:7]=[C:8]([C:16]2[CH:21]=[CH:20][C:19]([C:22]([F:25])([F:24])[F:23])=[CH:18][C:17]=2[CH2:26][N:27]([CH2:38][CH3:39])[C:28]([NH:30][CH2:31][C:32]2[CH:37]=[CH:36][CH:35]=[CH:34][CH:33]=2)=[O:29])[CH:9]=[C:10]([C:12]([F:15])([F:14])[F:13])[CH:11]=1)[CH3:5].[OH-].[Li+].OO.Cl, predict the reaction product. (5) Given the reactants [OH:1][C@@:2]1([C:15]#[C:16][Si](C)(C)C)[CH2:10][CH2:9][CH2:8][C@@H:7]2[C@H:3]1[CH2:4][CH2:5][N:6]2[C:11]([O:13][CH3:14])=[O:12].C([O-])([O-])=O.[K+].[K+], predict the reaction product. The product is: [C:15]([C@:2]1([OH:1])[CH2:10][CH2:9][CH2:8][C@@H:7]2[C@H:3]1[CH2:4][CH2:5][N:6]2[C:11]([O:13][CH3:14])=[O:12])#[CH:16]. (6) Given the reactants C[Si](C)(C)CCOC[N:7](COCC[Si](C)(C)C)[C:8]1[N:13]2[N:14]=[CH:15][C:16]([C:17]3[CH:18]=[N:19][N:20]([C:22]4[CH:27]=[CH:26][CH:25]=[CH:24][CH:23]=4)[CH:21]=3)=[C:12]2[N:11]=[C:10]([CH:28]2[CH2:33][CH2:32][C:31]([CH2:35][OH:36])([OH:34])[CH2:30][CH2:29]2)[C:9]=1[Br:37].Cl, predict the reaction product. The product is: [NH2:7][C:8]1[N:13]2[N:14]=[CH:15][C:16]([C:17]3[CH:18]=[N:19][N:20]([C:22]4[CH:23]=[CH:24][CH:25]=[CH:26][CH:27]=4)[CH:21]=3)=[C:12]2[N:11]=[C:10]([CH:28]2[CH2:33][CH2:32][C:31]([CH2:35][OH:36])([OH:34])[CH2:30][CH2:29]2)[C:9]=1[Br:37]. (7) Given the reactants Br[C:2]1[CH:7]=[CH:6][C:5]([O:8][CH3:9])=[CH:4][C:3]=1[CH2:10][C:11]([OH:13])=[O:12].[Br:14][C:15]1[CH:20]=[CH:19][C:18]([OH:21])=[C:17]([F:22])[CH:16]=1.C(=O)([O-])[O-].[Cs+].[Cs+].C(=O)=O, predict the reaction product. The product is: [Br:14][C:15]1[CH:20]=[CH:19][C:18]([O:21][C:2]2[CH:7]=[CH:6][C:5]([O:8][CH3:9])=[CH:4][C:3]=2[CH2:10][C:11]([OH:13])=[O:12])=[C:17]([F:22])[CH:16]=1. (8) Given the reactants [C:1]([C:3]1[CH:30]=[CH:29][C:6]([CH2:7][N:8]2[C:12]([CH2:13][NH:14][C:15]3[CH:28]=[CH:27][C:18]4[S:19][C:20]([C:22]([O:24][CH2:25]C)=[O:23])=[CH:21][C:17]=4[CH:16]=3)=[CH:11][N:10]=[CH:9]2)=[CH:5][CH:4]=1)#[N:2].[C:31]1([S:37](Cl)(=[O:39])=[O:38])[CH:36]=[CH:35][CH:34]=[CH:33][CH:32]=1.C1(C)C=CC=CC=1, predict the reaction product. The product is: [C:31]1([S:37]([N:14]([CH2:13][C:12]2[N:8]([CH2:7][C:6]3[CH:5]=[CH:4][C:3]([C:1]#[N:2])=[CH:30][CH:29]=3)[CH:9]=[N:10][CH:11]=2)[C:15]2[CH:28]=[CH:27][C:18]3[S:19][C:20]([C:22]([O:24][CH3:25])=[O:23])=[CH:21][C:17]=3[CH:16]=2)(=[O:39])=[O:38])[CH:36]=[CH:35][CH:34]=[CH:33][CH:32]=1. (9) Given the reactants [Br:1][C:2]1[CH:7]=[CH:6][C:5]([Cl:8])=[CH:4][C:3]=1[NH:9][C:10](=O)[CH:11]([C:20]1[O:24][N:23]=[C:22]([CH3:25])[CH:21]=1)[CH2:12][C:13]([O:15][C:16]([CH3:19])([CH3:18])[CH3:17])=[O:14].C1COCC1.B.C1COCC1, predict the reaction product. The product is: [Br:1][C:2]1[CH:7]=[CH:6][C:5]([Cl:8])=[CH:4][C:3]=1[NH:9][CH2:10][CH:11]([C:20]1[O:24][N:23]=[C:22]([CH3:25])[CH:21]=1)[CH2:12][C:13]([O:15][C:16]([CH3:17])([CH3:18])[CH3:19])=[O:14].[Br:1][C:2]1[CH:7]=[CH:6][C:5]([Cl:8])=[CH:4][C:3]=1[NH:9][CH2:10][CH:11]([C:20]1[O:24][N:23]=[C:22]([CH3:25])[CH:21]=1)[CH2:12][CH2:13][O:15][C:16]([CH3:19])([CH3:17])[CH3:18].